From a dataset of Full USPTO retrosynthesis dataset with 1.9M reactions from patents (1976-2016). Predict the reactants needed to synthesize the given product. (1) Given the product [CH:11]1([C:15]2[CH:20]=[CH:19][C:18]([C:2]3[N:3]=[C:4]4[N:10]=[CH:9][NH:8][C:5]4=[N:6][CH:7]=3)=[C:17]([F:24])[C:16]=2[O:25][CH3:26])[CH2:12][CH2:13][CH2:14]1, predict the reactants needed to synthesize it. The reactants are: Br[C:2]1[N:3]=[C:4]2[N:10]=[CH:9][NH:8][C:5]2=[N:6][CH:7]=1.[CH:11]1([C:15]2[CH:20]=[CH:19][C:18](B(O)O)=[C:17]([F:24])[C:16]=2[O:25][CH3:26])[CH2:14][CH2:13][CH2:12]1.C(=O)(O)[O-].[Na+]. (2) Given the product [CH:5]([C:4]1[CH:3]=[C:2]([CH:9]=[C:8]([O:10][CH3:11])[CH:7]=1)[C:12]#[N:13])=[O:6], predict the reactants needed to synthesize it. The reactants are: Br[C:2]1[CH:3]=[C:4]([CH:7]=[C:8]([O:10][CH3:11])[CH:9]=1)[CH:5]=[O:6].[CH3:12][N:13](C=O)C. (3) Given the product [CH2:22]([O:24][C:25](=[O:32])[CH:26]([C:2]1[CH:3]=[C:4]2[C:9](=[CH:10][CH:11]=1)[N:8]=[CH:7][N:6]([CH2:12][C:13]1[CH:18]=[CH:17][C:16]([O:19][CH3:20])=[CH:15][CH:14]=1)[C:5]2=[O:21])[C:27]([O:29][CH2:30][CH3:31])=[O:28])[CH3:23], predict the reactants needed to synthesize it. The reactants are: I[C:2]1[CH:3]=[C:4]2[C:9](=[CH:10][CH:11]=1)[N:8]=[CH:7][N:6]([CH2:12][C:13]1[CH:18]=[CH:17][C:16]([O:19][CH3:20])=[CH:15][CH:14]=1)[C:5]2=[O:21].[CH2:22]([O:24][C:25](=[O:32])[CH2:26][C:27]([O:29][CH2:30][CH3:31])=[O:28])[CH3:23].C1(C2C=CC=CC=2)C(O)=CC=CC=1.C(=O)([O-])[O-].[Cs+].[Cs+].C(=O)(O)[O-].[Na+]. (4) Given the product [CH2:41]([C@H:38]1[CH2:37][CH2:36][C@H:35]([C:32]2[CH:31]=[CH:30][C:29]([O:44][C:66](=[O:67])[C:60]3[C:65]([C:6]4([F:25])[CH:5]([F:26])[C:4]([O:3][CH2:1][CH3:2])=[CH:9][CH:8]=[C:7]4[C:10]4[CH:11]=[CH:12][CH:13]=[CH:14][CH:15]=4)=[CH:64][CH:63]=[CH:62][CH:61]=3)=[C:28]([F:27])[C:33]=2[F:34])[CH2:40][CH2:39]1)[CH2:42][CH2:43][CH2:59][CH3:54], predict the reactants needed to synthesize it. The reactants are: [CH2:1]([O:3][C:4]1[CH:9]=[CH:8][C:7]([C:10]2[CH:15]=[CH:14][C:13](C3C(C(O)=O)=CC=CC=3)=[CH:12][CH:11]=2)=[C:6]([F:25])[C:5]=1[F:26])[CH3:2].[F:27][C:28]1[C:33]([F:34])=[C:32]([CH:35]2[CH2:40][CH2:39][CH:38]([CH2:41][CH2:42][CH3:43])[CH2:37][CH2:36]2)[CH:31]=[CH:30][C:29]=1[OH:44].C1(N=C=N[CH:54]2[CH2:59]CCCC2)CCCCC1.[C:60]1([CH3:66])[CH:65]=[CH:64][CH:63]=[CH:62][CH:61]=1.[OH2:67]. (5) Given the product [N:39]1([C:36]2[N:35]=[CH:34][C:33]([NH:32][C:29]([C:16]3[N:17]([CH2:21][C:22]4[CH:27]=[CH:26][CH:25]=[C:24]([F:28])[CH:23]=4)[C:18]4[C:14]([CH:15]=3)=[CH:13][C:12]([F:11])=[CH:20][CH:19]=4)=[O:30])=[CH:38][CH:37]=2)[CH2:43][CH2:42][CH2:41][CH2:40]1, predict the reactants needed to synthesize it. The reactants are: C(P(=O)(OCC)OCC)#N.[F:11][C:12]1[CH:13]=[C:14]2[C:18](=[CH:19][CH:20]=1)[N:17]([CH2:21][C:22]1[CH:27]=[CH:26][CH:25]=[C:24]([F:28])[CH:23]=1)[C:16]([C:29](O)=[O:30])=[CH:15]2.[NH2:32][C:33]1[CH:34]=[N:35][C:36]([N:39]2[CH2:43][CH2:42][CH2:41][CH2:40]2)=[CH:37][CH:38]=1.C(N(CC)CC)C. (6) Given the product [OH:33][C:2]([C:4]1[C:12]2[C:7](=[CH:8][C:9]([C:13]([O:15][CH3:16])=[O:14])=[CH:10][CH:11]=2)[N:6]([C:17]2[CH:21]=[CH:20][S:19][CH:18]=2)[N:5]=1)([CH3:3])[CH3:1], predict the reactants needed to synthesize it. The reactants are: [CH2:1]=[C:2]([C:4]1[C:12]2[C:7](=[CH:8][C:9]([C:13]([O:15][CH3:16])=[O:14])=[CH:10][CH:11]=2)[N:6]([C:17]2[CH:21]=[CH:20][S:19][CH:18]=2)[N:5]=1)[CH3:3].[BH4-].C([N+](CC)(CC)CC)C.C(COC)[O:33]C.